Predict the reaction yield, written as a fraction of the theoretical maximum amount of product (1.0 means a 100% yield; for example, 0.34 means a 34% yield). From a dataset of Reaction yield outcomes from USPTO patents with 853,638 reactions. (1) The yield is 0.270. The reactants are Br[CH2:2][C:3]1[N:4]([CH3:19])[C:5]2[C:10]([N:11]=1)=[C:9]([N:12]1[CH2:17][CH2:16][O:15][CH2:14][CH2:13]1)[N:8]=[C:7]([Cl:18])[N:6]=2.[C:20]([O:24][C:25]([N:27]1[CH2:32][CH2:31][NH:30][C:29]([CH3:34])([CH3:33])[CH2:28]1)=[O:26])([CH3:23])([CH3:22])[CH3:21].C([O-])([O-])=O.[K+].[K+]. The catalyst is CN(C=O)C. The product is [C:20]([O:24][C:25]([N:27]1[CH2:32][CH2:31][N:30]([CH2:2][C:3]2[N:4]([CH3:19])[C:5]3[C:10]([N:11]=2)=[C:9]([N:12]2[CH2:17][CH2:16][O:15][CH2:14][CH2:13]2)[N:8]=[C:7]([Cl:18])[N:6]=3)[C:29]([CH3:34])([CH3:33])[CH2:28]1)=[O:26])([CH3:23])([CH3:21])[CH3:22]. (2) The reactants are [CH3:1][O:2][C:3]1[C:12]2[C:7](=[CH:8][CH:9]=[CH:10][CH:11]=2)[C:6]([NH:13][S:14]([C:17]2SC=CC=2)(=[O:16])=[O:15])=[CH:5][C:4]=1[S:22][CH2:23][C:24]([O:26][CH3:27])=[O:25].CS(Cl)(=O)=O. No catalyst specified. The product is [CH3:1][O:2][C:3]1[C:12]2[C:7](=[CH:8][CH:9]=[CH:10][CH:11]=2)[C:6]([NH:13][S:14]([CH3:17])(=[O:16])=[O:15])=[CH:5][C:4]=1[S:22][CH2:23][C:24]([O:26][CH3:27])=[O:25]. The yield is 0.340.